This data is from Full USPTO retrosynthesis dataset with 1.9M reactions from patents (1976-2016). The task is: Predict the reactants needed to synthesize the given product. (1) Given the product [F:1][C:2]1[C:7]2[CH2:8][CH2:9][CH2:10][N:11]([C:13]([O:15][C:16]([CH3:19])([CH3:18])[CH3:17])=[O:14])[CH2:12][C:6]=2[CH:5]=[CH:4][C:3]=1[N:20]1[CH2:35][CH2:34][C@H:22]([NH:23][C:24]([O:26][CH2:27][C:28]2[CH:33]=[CH:32][CH:31]=[CH:30][CH:29]=2)=[O:25])[C:21]1=[O:38], predict the reactants needed to synthesize it. The reactants are: [F:1][C:2]1[C:7]2[CH2:8][CH2:9][CH2:10][N:11]([C:13]([O:15][C:16]([CH3:19])([CH3:18])[CH3:17])=[O:14])[CH2:12][C:6]=2[CH:5]=[CH:4][C:3]=1[NH:20][C:21](=[O:38])[C@H:22]([CH2:34][CH2:35]SC)[NH:23][C:24]([O:26][CH2:27][C:28]1[CH:33]=[CH:32][CH:31]=[CH:30][CH:29]=1)=[O:25].O=C1[C@@H](NC(OCC2C=CC=CC=2)=O)CCN1C1C=CC2CN(C(OC(C)(C)C)=O)CCCC=2C=1. (2) Given the product [C:1]([N:5]1[C:9]([CH2:10][CH2:11][CH3:12])=[CH:8][C:7]([CH2:13][CH2:14][CH2:15][N:26]2[CH2:27][CH2:28][N:23]([C:17]3[CH:22]=[CH:21][CH:20]=[CH:19][CH:18]=3)[CH2:24][CH2:25]2)=[N:6]1)([CH3:4])([CH3:3])[CH3:2], predict the reactants needed to synthesize it. The reactants are: [C:1]([N:5]1[C:9]([CH2:10][CH2:11][CH3:12])=[CH:8][C:7]([CH2:13][CH2:14][CH:15]=O)=[N:6]1)([CH3:4])([CH3:3])[CH3:2].[C:17]1([N:23]2[CH2:28][CH2:27][NH:26][CH2:25][CH2:24]2)[CH:22]=[CH:21][CH:20]=[CH:19][CH:18]=1.CCN(C(C)C)C(C)C.[BH-](OC(C)=O)(OC(C)=O)OC(C)=O.[Na+]. (3) Given the product [F:1][C:2]1[CH:7]=[CH:6][CH:5]=[C:4]([F:8])[C:3]=1[N:9]1[C:14]2[N:15]=[C:16]([NH:48][CH2:47][C:43]3[NH:42][CH:46]=[CH:45][N:44]=3)[N:17]=[C:18]([C:19]3[CH:20]=[C:21]([CH:32]=[CH:33][C:34]=3[CH3:35])[C:22]([NH:24][CH2:25][C:26]3[CH:31]=[CH:30][CH:29]=[CH:28][CH:27]=3)=[O:23])[C:13]=2[CH:12]=[CH:11][C:10]1=[O:39], predict the reactants needed to synthesize it. The reactants are: [F:1][C:2]1[CH:7]=[CH:6][CH:5]=[C:4]([F:8])[C:3]=1[N:9]1[C:14]2[N:15]=[C:16](S(C)=O)[N:17]=[C:18]([C:19]3[CH:20]=[C:21]([CH:32]=[CH:33][C:34]=3[CH3:35])[C:22]([NH:24][CH2:25][C:26]3[CH:31]=[CH:30][CH:29]=[CH:28][CH:27]=3)=[O:23])[C:13]=2[CH:12]=[CH:11][C:10]1=[O:39].Cl.Cl.[NH:42]1[CH:46]=[CH:45][N:44]=[C:43]1[CH2:47][NH2:48]. (4) Given the product [Cl:40][C:39]1[CH:38]=[CH:37][CH:36]=[C:35]([Cl:41])[C:34]=1[CH2:33][C:6]1[C:5]2[N:42]=[CH:43][NH:44][C:4]=2[C:3]([C:1]([NH2:2])=[O:54])=[C:8]([NH:9][C:10]2[CH:15]=[C:14]([F:16])[C:13]([N:17]3[CH2:22][CH2:21][NH:20][CH2:19][CH2:18]3)=[C:12]([F:30])[C:11]=2[O:31][CH3:32])[N:7]=1, predict the reactants needed to synthesize it. The reactants are: [C:1]([C:3]1[C:4]2[N:44](COCC[Si](C)(C)C)[CH:43]=[N:42][C:5]=2[C:6]([CH2:33][C:34]2[C:39]([Cl:40])=[CH:38][CH:37]=[CH:36][C:35]=2[Cl:41])=[N:7][C:8]=1[NH:9][C:10]1[CH:15]=[C:14]([F:16])[C:13]([N:17]2[CH2:22][CH2:21][N:20](C(OC(C)(C)C)=O)[CH2:19][CH2:18]2)=[C:12]([F:30])[C:11]=1[O:31][CH3:32])#[N:2].C(=O)(O)[O-:54].[Na+]. (5) Given the product [P:24]([O-:27])([O-:26])([O-:25])=[O:23].[Ca+2:3].[P:29]([O-:32])([O-:31])([O-:30])=[O:28].[Ca+2:3].[Ca+2:3], predict the reactants needed to synthesize it. The reactants are: [Cl-].[Cl-].[Ca+2:3].C1N(CCO)CCN(CCS(O)(=O)=O)C1.CS(C)=O.[OH:23][P:24]([O-:27])([OH:26])=[O:25].[OH:28][P:29]([O-:32])([O-:31])=[O:30].[Na+].[Na+].[Na+].[Cl-].[Cl-].[K+].[K+]. (6) Given the product [N+:8]([C:5]1[CH:6]=[CH:7][C:2]([N:11]2[CH2:16][CH2:15][O:14][CH2:13][CH2:12]2)=[N:3][CH:4]=1)([O-:10])=[O:9], predict the reactants needed to synthesize it. The reactants are: Cl[C:2]1[CH:7]=[CH:6][C:5]([N+:8]([O-:10])=[O:9])=[CH:4][N:3]=1.[NH:11]1[CH2:16][CH2:15][O:14][CH2:13][CH2:12]1.CCN(CC)CC. (7) Given the product [C:19]([O:18][C:16]([N:11]1[CH2:12][CH:13]([CH3:14])[C:8]2[C:5]3[CH:6]=[CH:7][C:2]([I:1])=[CH:3][C:4]=3[O:23][C:9]=2[CH2:10]1)=[O:17])([CH3:20])([CH3:21])[CH3:22], predict the reactants needed to synthesize it. The reactants are: [I:1][C:2]1[CH:7]=[CH:6][C:5]2[C:8]3[C:13](C)([CH3:14])[CH2:12][N:11]([C:16]([O:18][C:19]([CH3:22])([CH3:21])[CH3:20])=[O:17])[CH2:10][C:9]=3[O:23][C:4]=2[CH:3]=1.IC1C=CC2C(C(C)(C)CN)=COC=2C=1.IC1C=CC2C(C(C)C#N)=COC=2C=1.